Predict the reaction yield, written as a fraction of the theoretical maximum amount of product (1.0 means a 100% yield; for example, 0.34 means a 34% yield). From a dataset of Reaction yield outcomes from USPTO patents with 853,638 reactions. The reactants are Cl[C:2]1[CH:7]=[C:6]([O:8][CH:9]([C:14]2[CH:19]=[CH:18][C:17]([F:20])=[C:16]([F:21])[CH:15]=2)[C:10]([F:13])([F:12])[F:11])[N:5]=[CH:4]N=1.B([C:25]1[CH:36]=[CH:35][C:28]([CH2:29][C@@H:30]([C:32]([OH:34])=[O:33])[NH2:31])=[CH:27][CH:26]=1)(O)O.[C:37](#N)C.C(=O)([O-])[O-].[Na+].[Na+]. The catalyst is Cl[Pd](Cl)([P](C1C=CC=CC=1)(C1C=CC=CC=1)C1C=CC=CC=1)[P](C1C=CC=CC=1)(C1C=CC=CC=1)C1C=CC=CC=1.O. The product is [NH2:31][CH:30]([CH2:29][C:28]1[CH:35]=[CH:36][C:25]([C:2]2[CH:7]=[C:6]([O:8][CH:9]([C:14]3[CH:19]=[CH:18][C:17]([F:20])=[C:16]([F:21])[CH:15]=3)[C:10]([F:13])([F:12])[F:11])[N:5]=[CH:4][CH:37]=2)=[CH:26][CH:27]=1)[C:32]([OH:34])=[O:33]. The yield is 0.210.